From a dataset of Catalyst prediction with 721,799 reactions and 888 catalyst types from USPTO. Predict which catalyst facilitates the given reaction. (1) Reactant: [CH3:1][C:2]1[CH:3]=[CH:4][C:5]([C:9]([C:11]2[C:20](=[O:21])[C:19]3[C:14](=[CH:15][CH:16]=[CH:17][CH:18]=3)[NH:13][CH:12]=2)=[O:10])=[N:6][C:7]=1[CH3:8].[H-].[Na+].[F:24][C:25]1[CH:32]=[CH:31][CH:30]=[CH:29][C:26]=1[CH2:27]Br. Product: [CH3:1][C:2]1[CH:3]=[CH:4][C:5]([C:9]([C:11]2[C:20](=[O:21])[C:19]3[C:14](=[CH:15][CH:16]=[CH:17][CH:18]=3)[N:13]([CH2:27][C:26]3[CH:29]=[CH:30][CH:31]=[CH:32][C:25]=3[F:24])[CH:12]=2)=[O:10])=[N:6][C:7]=1[CH3:8]. The catalyst class is: 9. (2) Reactant: I[C:2]1[CH:11]=[CH:10][C:5]([C:6]([O:8][CH3:9])=[O:7])=[CH:4][CH:3]=1.[CH2:12]([OH:17])[CH2:13][CH2:14][C:15]#[CH:16]. Product: [OH:17][CH2:12][CH2:13][CH2:14][C:15]#[C:16][C:2]1[CH:11]=[CH:10][C:5]([C:6]([O:8][CH3:9])=[O:7])=[CH:4][CH:3]=1. The catalyst class is: 778. (3) Reactant: [CH3:1][C:2]([CH3:9])([CH2:7][OH:8])[C:3]([O:5][CH3:6])=[O:4].N1C=CN=C1.Cl[Si:16]([CH:23]([CH3:25])[CH3:24])([CH:20]([CH3:22])[CH3:21])[CH:17]([CH3:19])[CH3:18]. Product: [CH3:6][O:5][C:3](=[O:4])[C:2]([CH3:9])([CH3:1])[CH2:7][O:8][Si:16]([CH:23]([CH3:25])[CH3:24])([CH:20]([CH3:22])[CH3:21])[CH:17]([CH3:19])[CH3:18]. The catalyst class is: 118. (4) Reactant: [CH2:1]([N:8]1[CH2:13][CH2:12][C:11]([N:19](C(OC(C)(C)C)=O)[NH:20]C(OC(C)(C)C)=O)([C:14]([O:16][CH2:17][CH3:18])=[O:15])[CH2:10][CH2:9]1)[C:2]1[CH:7]=[CH:6][CH:5]=[CH:4][CH:3]=1.[ClH:35]. Product: [ClH:35].[CH2:1]([N:8]1[CH2:9][CH2:10][C:11]([NH:19][NH2:20])([C:14]([O:16][CH2:17][CH3:18])=[O:15])[CH2:12][CH2:13]1)[C:2]1[CH:7]=[CH:6][CH:5]=[CH:4][CH:3]=1. The catalyst class is: 5. (5) Reactant: [CH3:1][O:2][C:3](=[O:8])[CH2:4][C:5]([CH3:7])=O.[CH3:9][O:10][C:11]1[CH:18]=[CH:17][CH:16]=[C:15]([CH2:19][CH2:20][CH2:21][CH2:22][CH2:23][CH2:24][CH2:25][CH2:26][CH2:27][CH2:28][CH2:29][CH2:30][CH2:31][CH2:32][CH3:33])[C:12]=1[CH:13]=O.[NH2:34][C:35]([NH2:37])=[O:36].Cl. Product: [CH3:1][O:2][C:3]([C:4]1[CH:13]([C:12]2[C:15]([CH2:19][CH2:20][CH2:21][CH2:22][CH2:23][CH2:24][CH2:25][CH2:26][CH2:27][CH2:28][CH2:29][CH2:30][CH2:31][CH2:32][CH3:33])=[CH:16][CH:17]=[CH:18][C:11]=2[O:10][CH3:9])[NH:34][C:35](=[O:36])[NH:37][C:5]=1[CH3:7])=[O:8]. The catalyst class is: 7. (6) Reactant: [Cl:1][C:2]1[CH:26]=[CH:25][C:5]([CH2:6][C:7]2[C:16]([OH:17])=[CH:15][CH:14]=[C:13]3[C:8]=2[C:9](=[O:24])[N:10]([CH2:20][CH2:21][CH2:22][OH:23])[C:11](=[O:19])[N:12]3[CH3:18])=[CH:4][CH:3]=1.Br[CH2:28][CH2:29][CH3:30].C([O-])([O-])=O.[K+].[K+]. Product: [Cl:1][C:2]1[CH:3]=[CH:4][C:5]([CH2:6][C:7]2[C:16]([O:17][CH2:28][CH2:29][CH3:30])=[CH:15][CH:14]=[C:13]3[C:8]=2[C:9](=[O:24])[N:10]([CH2:20][CH2:21][CH2:22][OH:23])[C:11](=[O:19])[N:12]3[CH3:18])=[CH:25][CH:26]=1. The catalyst class is: 18. (7) Reactant: [OH:1][CH2:2][CH2:3][N:4]([CH2:13][CH2:14][OH:15])[C:5]1[CH:12]=[CH:11][C:8]([CH:9]=O)=[CH:7][CH:6]=1.[Cl-:16].[S:17]([CH2:36][CH2:37][NH:38][C:39](=[O:52])[CH2:40][N:41]1[C:45]2[CH:46]=[CH:47][CH:48]=[CH:49][C:44]=2[N+:43]([CH3:50])=[C:42]1[CH3:51])[S:18][CH2:19][CH2:20][NH:21][C:22](=[O:35])[CH2:23][N:24]1[C:28]2[CH:29]=[CH:30][CH:31]=[CH:32][C:27]=2[N+:26]([CH3:33])=[C:25]1[CH3:34].[Cl-]. Product: [Cl-:16].[S:17]([CH2:36][CH2:37][NH:38][C:39](=[O:52])[CH2:40][N:41]1[C:45]2[CH:46]=[CH:47][CH:48]=[CH:49][C:44]=2[N+:43]([CH3:50])=[C:42]1[CH:51]=[CH:9][C:8]1[CH:7]=[CH:6][C:5]([N:4]([CH2:3][CH2:2][OH:1])[CH2:13][CH2:14][OH:15])=[CH:12][CH:11]=1)[S:18][CH2:19][CH2:20][NH:21][C:22](=[O:35])[CH2:23][N:24]1[C:28]2[CH:29]=[CH:30][CH:31]=[CH:32][C:27]=2[N+:26]([CH3:33])=[C:25]1[CH:34]=[CH:9][C:8]1[CH:11]=[CH:12][C:5]([N:4]([CH2:13][CH2:14][OH:15])[CH2:3][CH2:2][OH:1])=[CH:6][CH:7]=1.[Cl-:16]. The catalyst class is: 360.